Dataset: NCI-60 drug combinations with 297,098 pairs across 59 cell lines. Task: Regression. Given two drug SMILES strings and cell line genomic features, predict the synergy score measuring deviation from expected non-interaction effect. (1) Drug 1: C(=O)(N)NO. Drug 2: CN(C(=O)NC(C=O)C(C(C(CO)O)O)O)N=O. Cell line: SR. Synergy scores: CSS=8.63, Synergy_ZIP=-4.16, Synergy_Bliss=-4.05, Synergy_Loewe=-18.2, Synergy_HSA=-8.29. (2) Drug 1: CC(C1=C(C=CC(=C1Cl)F)Cl)OC2=C(N=CC(=C2)C3=CN(N=C3)C4CCNCC4)N. Drug 2: CC1C(C(CC(O1)OC2CC(OC(C2O)C)OC3=CC4=CC5=C(C(=O)C(C(C5)C(C(=O)C(C(C)O)O)OC)OC6CC(C(C(O6)C)O)OC7CC(C(C(O7)C)O)OC8CC(C(C(O8)C)O)(C)O)C(=C4C(=C3C)O)O)O)O. Cell line: A498. Synergy scores: CSS=38.1, Synergy_ZIP=9.67, Synergy_Bliss=14.4, Synergy_Loewe=15.2, Synergy_HSA=14.5. (3) Drug 1: C1=CN(C(=O)N=C1N)C2C(C(C(O2)CO)O)O.Cl. Drug 2: CCCCC(=O)OCC(=O)C1(CC(C2=C(C1)C(=C3C(=C2O)C(=O)C4=C(C3=O)C=CC=C4OC)O)OC5CC(C(C(O5)C)O)NC(=O)C(F)(F)F)O. Cell line: MOLT-4. Synergy scores: CSS=88.1, Synergy_ZIP=0.0126, Synergy_Bliss=-0.133, Synergy_Loewe=0.360, Synergy_HSA=1.71. (4) Synergy scores: CSS=2.92, Synergy_ZIP=-2.61, Synergy_Bliss=-0.312, Synergy_Loewe=-0.478, Synergy_HSA=-0.866. Cell line: OVCAR-4. Drug 1: CNC(=O)C1=CC=CC=C1SC2=CC3=C(C=C2)C(=NN3)C=CC4=CC=CC=N4. Drug 2: C1=NC(=NC(=O)N1C2C(C(C(O2)CO)O)O)N.